Dataset: Reaction yield outcomes from USPTO patents with 853,638 reactions. Task: Predict the reaction yield, written as a fraction of the theoretical maximum amount of product (1.0 means a 100% yield; for example, 0.34 means a 34% yield). (1) The reactants are [C:1]1([C:36]2[CH:41]=[CH:40][CH:39]=[CH:38][CH:37]=2)[CH:6]=[CH:5][CH:4]=[C:3]([NH:7][C:8]2[C:13]([C:14]([NH:16][C@@H:17]3[CH2:22][CH2:21][C@H:20]([NH:23][C:24]([C:26]4[N:27]=[C:28]5[CH:33]=[CH:32][CH:31]=[CH:30][N:29]5[CH:34]=4)=[O:25])[CH2:19][CH2:18]3)=[O:15])=[CH:12][C:11]([F:35])=[CH:10][N:9]=2)[CH:2]=1.[C:42](N1C=CN=C1)(N1C=CN=C1)=[O:43].[H-].[Na+].O. The catalyst is CN1C(=O)CCC1. The product is [C:1]1([C:36]2[CH:41]=[CH:40][CH:39]=[CH:38][CH:37]=2)[CH:6]=[CH:5][CH:4]=[C:3]([N:7]2[C:8]3[N:9]=[CH:10][C:11]([F:35])=[CH:12][C:13]=3[C:14](=[O:15])[N:16]([C@@H:17]3[CH2:22][CH2:21][C@H:20]([NH:23][C:24]([C:26]4[N:27]=[C:28]5[CH:33]=[CH:32][CH:31]=[CH:30][N:29]5[CH:34]=4)=[O:25])[CH2:19][CH2:18]3)[C:42]2=[O:43])[CH:2]=1. The yield is 0.380. (2) The reactants are [CH:1]1([C:7]2[CH:12]=[CH:11][N:10]=[C:9]([C:13]3[C:17]4[C:18]([NH:22][CH:23]([CH3:25])[CH3:24])=[N:19][CH:20]=[CH:21][C:16]=4[NH:15][N:14]=3)[CH:8]=2)CC[CH2:4][CH2:3][CH2:2]1.ClC1C=CN=C(C2C3C(NC(C)C)=NC=CC=3N(CC3C=CC([O:53]C)=CC=3)N=2)C=1.O1CCC=C1B1OC(C)(C)C(C)(C)O1. No catalyst specified. The product is [CH:23]([NH:22][C:18]1[C:17]2[C:13]([C:9]3[CH:8]=[C:7]([CH:1]4[CH2:2][CH2:3][CH2:4][O:53]4)[CH:12]=[CH:11][N:10]=3)=[N:14][NH:15][C:16]=2[CH:21]=[CH:20][N:19]=1)([CH3:25])[CH3:24]. The yield is 0.270.